This data is from Reaction yield outcomes from USPTO patents with 853,638 reactions. The task is: Predict the reaction yield, written as a fraction of the theoretical maximum amount of product (1.0 means a 100% yield; for example, 0.34 means a 34% yield). (1) The reactants are [NH2:1][C:2]1[C:7]([F:8])=[C:6]([CH:9]2[CH2:13][CH2:12][CH2:11][O:10]2)[N:5]=[C:4]([CH:14]=[O:15])[CH:3]=1.[Cl:16]N1C(C)(C)C(=O)N(Cl)C1=O. The catalyst is CC#N. The product is [NH2:1][C:2]1[C:7]([F:8])=[C:6]([CH:9]2[CH2:13][CH2:12][CH2:11][O:10]2)[N:5]=[C:4]([CH:14]=[O:15])[C:3]=1[Cl:16]. The yield is 0.101. (2) The reactants are [CH2:1]1[C:9]2[C:4](=[CH:5][CH:6]=[CH:7][CH:8]=2)[CH2:3][N:2]1[N:10]([CH3:46])[C:11](=[O:45])[CH2:12][N:13]([C:30]1[CH:35]=[CH:34][C:33](B2OCC(C)(C)CO2)=[CH:32][C:31]=1[CH3:44])[CH2:14][C:15]([NH:17][CH2:18][CH2:19][N:20]([C:23]([O:25][C:26]([CH3:29])([CH3:28])[CH3:27])=[O:24])[CH2:21][CH3:22])=[O:16].Br[C:48]1[S:49][C:50]([C:53]([O:55][CH2:56][CH3:57])=[O:54])=[CH:51][N:52]=1. No catalyst specified. The product is [CH2:1]1[C:9]2[C:4](=[CH:5][CH:6]=[CH:7][CH:8]=2)[CH2:3][N:2]1[N:10]([CH3:46])[C:11](=[O:45])[CH2:12][N:13]([C:30]1[CH:35]=[CH:34][C:33]([C:48]2[S:49][C:50]([C:53]([O:55][CH2:56][CH3:57])=[O:54])=[CH:51][N:52]=2)=[CH:32][C:31]=1[CH3:44])[CH2:14][C:15]([NH:17][CH2:18][CH2:19][N:20]([C:23]([O:25][C:26]([CH3:29])([CH3:27])[CH3:28])=[O:24])[CH2:21][CH3:22])=[O:16]. The yield is 0.140. (3) The product is [C:1]([C:5]1[CH:10]=[C:9]([C:20]2[CH:21]=[CH:22][CH:23]=[CH:24][C:19]=2[O:18][CH2:16][CH3:17])[C:8]([N+:12]([O-:14])=[O:13])=[CH:7][C:6]=1[OH:15])([CH3:4])([CH3:3])[CH3:2]. The catalyst is CN(C=O)C.C1C=CC([P]([Pd]([P](C2C=CC=CC=2)(C2C=CC=CC=2)C2C=CC=CC=2)([P](C2C=CC=CC=2)(C2C=CC=CC=2)C2C=CC=CC=2)[P](C2C=CC=CC=2)(C2C=CC=CC=2)C2C=CC=CC=2)(C2C=CC=CC=2)C2C=CC=CC=2)=CC=1. The yield is 0.920. The reactants are [C:1]([C:5]1[CH:10]=[C:9](Br)[C:8]([N+:12]([O-:14])=[O:13])=[CH:7][C:6]=1[OH:15])([CH3:4])([CH3:3])[CH3:2].[CH2:16]([O:18][C:19]1[CH:24]=[CH:23][CH:22]=[CH:21][C:20]=1B(O)O)[CH3:17].C(=O)([O-])[O-].[K+].[K+].O. (4) The reactants are [F:1][C:2]1[C:7]2[O:8][CH2:9][CH2:10][O:11][C:6]=2[CH:5]=[C:4]([OH:12])[CH:3]=1.C([Mg]Cl)(C)C.[C:18]1([CH:24]([C:36]2[CH:41]=[CH:40][CH:39]=[CH:38][CH:37]=2)[N:25]2[C:33]3[C:28](=[CH:29][CH:30]=[CH:31][CH:32]=3)[C:27](=[O:34])[C:26]2=[O:35])[CH:23]=[CH:22][CH:21]=[CH:20][CH:19]=1.[Cl-].[NH4+]. The catalyst is ClCCl.O1CCCC1. The product is [C:36]1([CH:24]([C:18]2[CH:23]=[CH:22][CH:21]=[CH:20][CH:19]=2)[N:25]2[C:33]3[C:28](=[CH:29][CH:30]=[CH:31][CH:32]=3)[C:27]([C:3]3[C:4]([OH:12])=[CH:5][C:6]4[O:11][CH2:10][CH2:9][O:8][C:7]=4[C:2]=3[F:1])([OH:34])[C:26]2=[O:35])[CH:37]=[CH:38][CH:39]=[CH:40][CH:41]=1. The yield is 0.640. (5) The reactants are [Cl:1][CH2:2][CH2:3][CH2:4][O:5][C:6]1[CH:7]=[C:8]([CH:13]=[CH:14][C:15]=1[O:16][CH3:17])[C:9]([O:11][CH3:12])=[O:10].[N+:18]([O-])([OH:20])=[O:19]. The catalyst is ClCCl.C(O)(=O)C. The product is [Cl:1][CH2:2][CH2:3][CH2:4][O:5][C:6]1[C:15]([O:16][CH3:17])=[CH:14][C:13]([N+:18]([O-:20])=[O:19])=[C:8]([CH:7]=1)[C:9]([O:11][CH3:12])=[O:10]. The yield is 0.610. (6) The reactants are C(O)(C(F)(F)F)=O.[O:8]=[C:9]1[CH2:14][CH2:13][CH2:12][C@H:11]([C@H:15]([NH:23][C:24]([C:26]2[C:35]([NH:36][C:37]([NH:39][C:40]3[C:45]([CH3:46])=[CH:44][C:43]([CH3:47])=[CH:42][C:41]=3[CH3:48])=[O:38])=[CH:34][C:33]3[C:28](=[CH:29][CH:30]=[CH:31][CH:32]=3)[CH:27]=2)=[O:25])[C:16]([O:18]C(C)(C)C)=[O:17])[CH2:10]1.CCOCC.CCCCCC. The catalyst is C(Cl)Cl.CO. The product is [O:8]=[C:9]1[CH2:14][CH2:13][CH2:12][C@H:11]([C@H:15]([NH:23][C:24]([C:26]2[C:35]([NH:36][C:37]([NH:39][C:40]3[C:45]([CH3:46])=[CH:44][C:43]([CH3:47])=[CH:42][C:41]=3[CH3:48])=[O:38])=[CH:34][C:33]3[C:28](=[CH:29][CH:30]=[CH:31][CH:32]=3)[CH:27]=2)=[O:25])[C:16]([OH:18])=[O:17])[CH2:10]1. The yield is 0.270. (7) The catalyst is O1CCCC1. The reactants are [CH3:1][O:2][C:3]1[S:4][CH:5]=[CH:6][N:7]=1.[Li]CCCC.[CH2:13]([Sn:17]([CH2:23][CH2:24][CH2:25][CH3:26])([CH2:19][CH2:20][CH2:21][CH3:22])Cl)[CH2:14][CH2:15][CH3:16]. The product is [CH3:1][O:2][C:3]1[S:4][C:5]([Sn:17]([CH2:19][CH2:20][CH2:21][CH3:22])([CH2:23][CH2:24][CH2:25][CH3:26])[CH2:13][CH2:14][CH2:15][CH3:16])=[CH:6][N:7]=1. The yield is 0.220. (8) The reactants are [F:1][C:2]1[CH:7]=[C:6]([O:8][C:9]2[CH:14]=[CH:13][CH:12]=[CH:11][CH:10]=2)[CH:5]=[CH:4][C:3]=1[C:15]1[C:23]2[C:22]([NH2:24])=[N:21][CH:20]=[N:19][C:18]=2[N:17]([CH2:25][CH:26]2[CH2:30][CH2:29][CH2:28][NH:27]2)[CH:16]=1.[C:31]([C:33](=[CH:37][CH:38]1[CH2:40][CH2:39]1)[C:34](O)=[O:35])#[N:32].CCN(C(C)C)C(C)C.CN(C(ON1N=NC2C=CC=NC1=2)=[N+](C)C)C.F[P-](F)(F)(F)(F)F. The catalyst is C(Cl)Cl. The product is [NH2:24][C:22]1[C:23]2[C:15]([C:3]3[CH:4]=[CH:5][C:6]([O:8][C:9]4[CH:10]=[CH:11][CH:12]=[CH:13][CH:14]=4)=[CH:7][C:2]=3[F:1])=[CH:16][N:17]([CH2:25][CH:26]3[CH2:30][CH2:29][CH2:28][N:27]3[C:34]([C:33](=[CH:37][CH:38]3[CH2:40][CH2:39]3)[C:31]#[N:32])=[O:35])[C:18]=2[N:19]=[CH:20][N:21]=1. The yield is 0.540. (9) The reactants are O[O:2][S:3]([O-:5])=O.[K+].[CH3:7]CO.[CH3:10][C:11]1[CH:16]=[C:15]([N+:17]([O-:19])=[O:18])[C:14]([O:20][CH3:21])=[CH:13][C:12]=1[N:22]1[CH2:27][CH2:26][CH:25]([CH2:28][CH2:29]SC)[CH2:24][CH2:23]1. The catalyst is O.CCOC(C)=O. The product is [CH3:10][C:11]1[CH:16]=[C:15]([N+:17]([O-:19])=[O:18])[C:14]([O:20][CH3:21])=[CH:13][C:12]=1[N:22]1[CH2:27][CH2:26][CH:25]([CH2:28][CH2:29][S:3]([CH3:7])(=[O:5])=[O:2])[CH2:24][CH2:23]1. The yield is 0.730. (10) The reactants are [C:1]([N:4]1[C:13]2[C:8](=[CH:9][C:10]([F:14])=[CH:11][CH:12]=2)[C@H:7]([NH:15]C(=O)OCC2C=CC=CC=2)[C@@H:6]([CH3:26])[C@@H:5]1[CH3:27])(=[O:3])[CH3:2]. The catalyst is CCO.[Pd]. The product is [NH2:15][C@H:7]1[C:8]2[C:13](=[CH:12][CH:11]=[C:10]([F:14])[CH:9]=2)[N:4]([C:1](=[O:3])[CH3:2])[C@@H:5]([CH3:27])[C@@H:6]1[CH3:26]. The yield is 0.920.